From a dataset of Forward reaction prediction with 1.9M reactions from USPTO patents (1976-2016). Predict the product of the given reaction. (1) Given the reactants C(OC(=O)[NH:7][C:8]1[CH:13]=[CH:12][C:11]([C:14]2[N:18]=[C:17]([C:19]3[CH:24]=[CH:23][C:22]([O:25][C:26]([F:29])([F:28])[F:27])=[CH:21][CH:20]=3)[O:16][N:15]=2)=[CH:10][CH:9]=1)(C)(C)C.FC(F)(F)C(O)=O, predict the reaction product. The product is: [F:29][C:26]([F:27])([F:28])[O:25][C:22]1[CH:21]=[CH:20][C:19]([C:17]2[O:16][N:15]=[C:14]([C:11]3[CH:12]=[CH:13][C:8]([NH2:7])=[CH:9][CH:10]=3)[N:18]=2)=[CH:24][CH:23]=1. (2) Given the reactants [CH3:1][N:2]1[CH:6]=[C:5]([C:7]2[C:8]([C:32]([F:35])([F:34])[F:33])=[CH:9][C:10]3[N:15]([C:16]4[C:20]5[CH2:21][NH:22][CH2:23][CH2:24][C:19]=5[N:18]([CH:25]5[CH2:30][CH2:29][O:28][CH2:27][CH2:26]5)[N:17]=4)[CH2:14][CH2:13][O:12][C:11]=3[CH:31]=2)[CH:4]=[N:3]1.C(N(CC)CC)C.[CH3:43][NH:44][C:45](N1C=CN=C1)=[O:46], predict the reaction product. The product is: [CH3:43][NH:44][C:45]([N:22]1[CH2:23][CH2:24][C:19]2[N:18]([CH:25]3[CH2:30][CH2:29][O:28][CH2:27][CH2:26]3)[N:17]=[C:16]([N:15]3[C:10]4[CH:9]=[C:8]([C:32]([F:33])([F:35])[F:34])[C:7]([C:5]5[CH:4]=[N:3][N:2]([CH3:1])[CH:6]=5)=[CH:31][C:11]=4[O:12][CH2:13][CH2:14]3)[C:20]=2[CH2:21]1)=[O:46]. (3) The product is: [Cl-:17].[CH:1]1([CH:4]([NH3+:10])[CH2:5][C:6]([OH:9])([CH3:8])[CH3:7])[CH2:3][CH2:2]1. Given the reactants [CH:1]1([CH:4]([NH:10]S(C(C)(C)C)=O)[CH2:5][C:6]([OH:9])([CH3:8])[CH3:7])[CH2:3][CH2:2]1.[ClH:17].O1CCOCC1, predict the reaction product. (4) The product is: [CH2:21]([C:14]1([CH2:18][CH:19]=[CH2:20])[C:15](=[O:17])[CH2:16][NH:8][C@@H:9]1[C:10]([OH:12])=[O:11])[CH:22]=[CH2:23]. Given the reactants C([N:8]1[CH2:16][C:15](=[O:17])[C:14]([CH2:21][CH:22]=[CH2:23])([CH2:18][CH:19]=[CH2:20])[C@H:9]1[C:10]([O:12]C)=[O:11])(OC(C)(C)C)=O.[Li+].[OH-].Cl, predict the reaction product. (5) Given the reactants [NH:1]1[CH:5]=[CH:4][C:3]([C:6]2[C:15]3[C:10](=[CH:11][CH:12]=[CH:13][CH:14]=3)[N:9]=[CH:8][CH:7]=2)=[N:2]1.[CH3:16][O:17][C:18]1[CH:19]=[C:20]([S:24](Cl)(=[O:26])=[O:25])[CH:21]=[CH:22][CH:23]=1, predict the reaction product. The product is: [CH3:16][O:17][C:18]1[CH:19]=[C:20]([S:24]([N:1]2[CH:5]=[CH:4][C:3]([C:6]3[C:15]4[C:10](=[CH:11][CH:12]=[CH:13][CH:14]=4)[N:9]=[CH:8][CH:7]=3)=[N:2]2)(=[O:26])=[O:25])[CH:21]=[CH:22][CH:23]=1. (6) Given the reactants [Cl:1][C:2]1[C:3]2[C:10]([I:11])=[CH:9][NH:8][C:4]=2[N:5]=[CH:6][N:7]=1.O[CH:13]1[CH2:18][CH2:17][N:16]([C:19]([O:21][C:22]([CH3:25])([CH3:24])[CH3:23])=[O:20])[CH2:15][CH2:14]1.C1(P(C2C=CC=CC=2)C2C=CC=CC=2)C=CC=CC=1.CCOC(/N=N/C(OCC)=O)=O, predict the reaction product. The product is: [Cl:1][C:2]1[C:3]2[C:10]([I:11])=[CH:9][N:8]([CH:13]3[CH2:18][CH2:17][N:16]([C:19]([O:21][C:22]([CH3:25])([CH3:24])[CH3:23])=[O:20])[CH2:15][CH2:14]3)[C:4]=2[N:5]=[CH:6][N:7]=1. (7) Given the reactants F[C:2]1[N:10]=[CH:9][CH:8]=[CH:7][C:3]=1[C:4](Cl)=[O:5].C(#N)C.C(N(C(C)C)CC)(C)C.[N:23]1[CH:28]=[CH:27][CH:26]=[CH:25][C:24]=1[C:29](=[NH:31])[NH2:30], predict the reaction product. The product is: [N:23]1[CH:28]=[CH:27][CH:26]=[CH:25][C:24]=1[C:29]1[N:30]=[C:4]([OH:5])[C:3]2[CH:7]=[CH:8][CH:9]=[N:10][C:2]=2[N:31]=1. (8) Given the reactants [F:1][C:2]1[C:7]([N+:8]([O-:10])=[O:9])=[CH:6][C:5]([OH:11])=[C:4]([CH3:12])[CH:3]=1.[CH3:13][CH:14](O)[CH3:15].C1(P(C2C=CC=CC=2)C2C=CC=CN=2)C=CC=CC=1.N(C(OC(C)(C)C)=O)=NC(OC(C)(C)C)=O.Cl, predict the reaction product. The product is: [CH3:13][CH:14]([O:11][C:5]1[CH:6]=[C:7]([N+:8]([O-:10])=[O:9])[C:2]([F:1])=[CH:3][C:4]=1[CH3:12])[CH3:15]. (9) Given the reactants [NH2:1][CH:2]([CH2:10][CH2:11][C:12]1[CH:17]=[CH:16][CH:15]=[CH:14][CH:13]=1)[C@@H:3]([C:5]1[O:6][CH:7]=[CH:8][N:9]=1)[OH:4].[CH:18]1([CH2:24][CH:25]([CH2:29][C:30]([N:32]2[CH2:37][CH2:36][O:35][CH2:34][CH2:33]2)=[O:31])[C:26](O)=[O:27])[CH2:23][CH2:22][CH2:21][CH2:20][CH2:19]1, predict the reaction product. The product is: [CH:18]1([CH2:24][C@H:25]([CH2:29][C:30]([N:32]2[CH2:37][CH2:36][O:35][CH2:34][CH2:33]2)=[O:31])[C:26]([NH:1][C@H:2]([C:3]([C:5]2[O:6][CH:7]=[CH:8][N:9]=2)=[O:4])[CH2:10][CH2:11][C:12]2[CH:17]=[CH:16][CH:15]=[CH:14][CH:13]=2)=[O:27])[CH2:23][CH2:22][CH2:21][CH2:20][CH2:19]1.